Dataset: Forward reaction prediction with 1.9M reactions from USPTO patents (1976-2016). Task: Predict the product of the given reaction. Given the reactants C([O:3][C:4]([CH:6]1[CH2:11][CH2:10][N:9]([CH2:12][C:13]2[CH:22]=[CH:21][C:20]3[C:15](=[CH:16][CH:17]=[C:18]([O:23][C@H:24]4[CH2:29][CH2:28][C@@H:27]([C:30]5[CH:35]=[CH:34][CH:33]=[CH:32][CH:31]=5)[CH2:26][CH2:25]4)[CH:19]=3)[CH:14]=2)[CH2:8][CH2:7]1)=[O:5])C.[OH-].[Li+].O1CCCC1.O, predict the reaction product. The product is: [C:30]1([C@@H:27]2[CH2:26][CH2:25][C@H:24]([O:23][C:18]3[CH:19]=[C:20]4[C:15](=[CH:16][CH:17]=3)[CH:14]=[C:13]([CH2:12][N:9]3[CH2:8][CH2:7][CH:6]([C:4]([OH:5])=[O:3])[CH2:11][CH2:10]3)[CH:22]=[CH:21]4)[CH2:29][CH2:28]2)[CH:35]=[CH:34][CH:33]=[CH:32][CH:31]=1.